From a dataset of Forward reaction prediction with 1.9M reactions from USPTO patents (1976-2016). Predict the product of the given reaction. (1) Given the reactants C(N(CC)CC)C.[C:8](Cl)(=[O:13])[C:9]([CH3:12])([CH3:11])[CH3:10].[CH3:15][C:16]1[CH2:20][CH:19]=[C:18]([CH3:21])[C:17]=1[C:22]1[CH:27]=[CH:26][CH:25]=[CH:24][C:23]=1[NH2:28].Cl, predict the reaction product. The product is: [CH3:21][C:18]1[CH2:19][CH:20]=[C:16]([CH3:15])[C:17]=1[C:22]1[CH:27]=[CH:26][CH:25]=[CH:24][C:23]=1[NH:28][C:8](=[O:13])[C:9]([CH3:12])([CH3:11])[CH3:10]. (2) Given the reactants Br[CH2:2][CH:3]([C:5]1[CH:10]=[CH:9][C:8]([Cl:11])=[CH:7][CH:6]=1)[F:4].CC([O-])(C)C.[K+], predict the reaction product. The product is: [Cl:11][C:8]1[CH:9]=[CH:10][C:5]([C:3]([F:4])=[CH2:2])=[CH:6][CH:7]=1.